Task: Regression. Given a peptide amino acid sequence and an MHC pseudo amino acid sequence, predict their binding affinity value. This is MHC class II binding data.. Dataset: Peptide-MHC class II binding affinity with 134,281 pairs from IEDB (1) The peptide sequence is VAWQVKLLPVPPTVT. The MHC is DRB1_0901 with pseudo-sequence DRB1_0901. The binding affinity (normalized) is 0.360. (2) The peptide sequence is SQDLELSCNLNGLQAY. The MHC is HLA-DQA10101-DQB10501 with pseudo-sequence HLA-DQA10101-DQB10501. The binding affinity (normalized) is 0.316.